Dataset: NCI-60 drug combinations with 297,098 pairs across 59 cell lines. Task: Regression. Given two drug SMILES strings and cell line genomic features, predict the synergy score measuring deviation from expected non-interaction effect. (1) Drug 1: C1=C(C(=O)NC(=O)N1)N(CCCl)CCCl. Drug 2: CC1=C2C(C(=O)C3(C(CC4C(C3C(C(C2(C)C)(CC1OC(=O)C(C(C5=CC=CC=C5)NC(=O)OC(C)(C)C)O)O)OC(=O)C6=CC=CC=C6)(CO4)OC(=O)C)O)C)O. Cell line: OVCAR-4. Synergy scores: CSS=2.30, Synergy_ZIP=-8.91, Synergy_Bliss=-11.1, Synergy_Loewe=-21.2, Synergy_HSA=-10.3. (2) Drug 1: C1=NC2=C(N=C(N=C2N1C3C(C(C(O3)CO)O)O)F)N. Drug 2: CS(=O)(=O)CCNCC1=CC=C(O1)C2=CC3=C(C=C2)N=CN=C3NC4=CC(=C(C=C4)OCC5=CC(=CC=C5)F)Cl. Cell line: PC-3. Synergy scores: CSS=5.60, Synergy_ZIP=-3.54, Synergy_Bliss=-1.36, Synergy_Loewe=-7.08, Synergy_HSA=-2.11. (3) Drug 1: CC1=C(C(=CC=C1)Cl)NC(=O)C2=CN=C(S2)NC3=CC(=NC(=N3)C)N4CCN(CC4)CCO. Drug 2: COC1=C2C(=CC3=C1OC=C3)C=CC(=O)O2. Cell line: OVCAR-4. Synergy scores: CSS=-0.849, Synergy_ZIP=-0.946, Synergy_Bliss=-0.621, Synergy_Loewe=0.660, Synergy_HSA=0.0113. (4) Drug 1: C1C(C(OC1N2C=C(C(=O)NC2=O)F)CO)O. Drug 2: C1=CC=C(C=C1)NC(=O)CCCCCCC(=O)NO. Cell line: MDA-MB-435. Synergy scores: CSS=13.4, Synergy_ZIP=0.539, Synergy_Bliss=9.69, Synergy_Loewe=2.94, Synergy_HSA=3.48. (5) Drug 1: C1=NC2=C(N=C(N=C2N1C3C(C(C(O3)CO)O)O)F)N. Drug 2: CCC1(CC2CC(C3=C(CCN(C2)C1)C4=CC=CC=C4N3)(C5=C(C=C6C(=C5)C78CCN9C7C(C=CC9)(C(C(C8N6C)(C(=O)OC)O)OC(=O)C)CC)OC)C(=O)OC)O.OS(=O)(=O)O. Cell line: MDA-MB-435. Synergy scores: CSS=20.3, Synergy_ZIP=-4.64, Synergy_Bliss=-3.88, Synergy_Loewe=-12.9, Synergy_HSA=-1.73. (6) Drug 1: C1=C(C(=O)NC(=O)N1)N(CCCl)CCCl. Drug 2: CN(C)C1=NC(=NC(=N1)N(C)C)N(C)C. Cell line: MCF7. Synergy scores: CSS=14.4, Synergy_ZIP=-5.69, Synergy_Bliss=-1.74, Synergy_Loewe=-20.2, Synergy_HSA=-4.45. (7) Drug 1: C1C(C(OC1N2C=NC3=C2NC=NCC3O)CO)O. Drug 2: CC1CCCC2(C(O2)CC(NC(=O)CC(C(C(=O)C(C1O)C)(C)C)O)C(=CC3=CSC(=N3)C)C)C. Cell line: TK-10. Synergy scores: CSS=36.3, Synergy_ZIP=0.819, Synergy_Bliss=0.330, Synergy_Loewe=-14.1, Synergy_HSA=0.600.